This data is from Experimentally validated miRNA-target interactions with 360,000+ pairs, plus equal number of negative samples. The task is: Binary Classification. Given a miRNA mature sequence and a target amino acid sequence, predict their likelihood of interaction. (1) Result: 0 (no interaction). The miRNA is mmu-miR-6344 with sequence GUUUUCCUACUGUUUCCCUUUU. The protein sequence of the target gene is MALRRALPALRPCIPRFVQLSTAPASREQPAAGPAAVPGGGSATAVRPPVPAVDFGNAQEAYRSRRTWELARSLLVLRLCAWPALLARHEQLLYVSRKLLGQRLFNKLMKMTFYGHFVAGEDQESIQPLLRHYRAFGVSAILDYGVEEDLSPEEAEHKEMESCTSAAERDGSGTNKRDKQYQAHRAFGDRRNGVISARTYFYANEAKCDSHMETFLRCIEASGRVSDDGFIAIKLTALGRPQFLLQFSEVLAKWRCFFHQMAVEQGQAGLAAMDTKLEVAVLQESVAKLGIASRAEIEDW.... (2) The miRNA is mmu-miR-204-5p with sequence UUCCCUUUGUCAUCCUAUGCCU. The protein sequence of the target gene is MSSAAMSKYVNDMWPGSPQEKASPSTSGSGRSSRLSSRSRSRSSSRSSRRDSRSSSRSSSRSHSRPRRSRRSRSRSRRRHQRKYRRYSRSYSRSRSRSRSHRYHRDSRYERPRRYYKSPSPYRSRSRSRSRGRSQHRWSYYAITRGRRYYGFGRTVYPEDRPRWRERSRTRSRSRSRTPFRLSEKDRMELLEIAKANAAKALGTANFDLPASLRAKEASQGTAVSSSGPKVEHSEKQTEDATKNTSEKSSTQRNIAFSSNNSVAKPLQKTTKAAVEEKSSGSPKIDKKKSPYGLWIPV. Result: 0 (no interaction). (3) The miRNA is mmu-miR-3082-5p with sequence GACAGAGUGUGUGUGUCUGUGU. The protein sequence of the target gene is MRLLLLLLVAASAVVRSEASANLGGVPSKRLKMQYATGPLLKFQICVSUGYRRVFEEYMRVISQRYPDIRIEGENYLPQPIYRHIASFLSVFKLVLIGLIIVGKDPFAFFGMQAPSIWQWGQENKVYACMMVFFLSNMIENQCMSTGAFEITLNDVPVWSKLESGHLPSMQQLVQILDNEMKLNVHMDSIPHHRS. Result: 1 (interaction). (4) The miRNA is cel-miR-787-3p with sequence UAAGCUCGUUUUAGUAUCUUUCG. The protein sequence of the target gene is MMLLILFLVIICSHISVNQDSGPEYADVVFLVDSSDRLGSKSFPFVKMFITKMISSLPIEADKYRVALAQYSDKLHSEFHLSTFKGRSPMLNHLRKNFGFIGGSLQIGKALQEAHRTYFSAPANGRDKKQFPPILVVLASSESEDNVEEASKALRKDGVKIISVGVQKASEENLKAMATSQFHFNLRTVRDLSMFSQNMTHIIKDVIKYKEGAVDDIFVEACQGPSMADVVFLLDMSINGSEENFDYLKGFLEESVSALDIKENCMRVGLVAYSNETKVINSLSMGINKSEVLQHIQNLS.... Result: 0 (no interaction). (5) The miRNA is ath-miR164b-5p with sequence UGGAGAAGCAGGGCACGUGCA. The protein sequence of the target gene is MAGSREVVAMDCEMVGLGPHRESGLARCSLVNVHGAVLYDKFIRPEGEITDYRTRVSGVTPQHMVGATPFAVARLEILQLLKGKLVVGHDLKHDFQALKEDMSGYTIYDTSTDRLLWREAKLDHCRRVSLRVLSERLLHKSIQNSLLGHSSVEDARATMELYQISQRIRARRGLPRLAVSD. Result: 0 (no interaction). (6) The miRNA is mmu-miR-106b-5p with sequence UAAAGUGCUGACAGUGCAGAU. The protein sequence of the target gene is MSTNNMSDPRRPNKVLRYKPPPSECNPALDDPTPDYMNLLGMIFSMCGLMLKLKWCAWVAVYCSFISFANSRSSEDTKQMMSSFMLSISAVVMSYLQNPQPMTPPW. Result: 0 (no interaction). (7) The miRNA is cel-miR-360-3p with sequence UGACCGUAAUCCCGUUCACAA. Result: 0 (no interaction). The protein sequence of the target gene is MGASDPEVAPWAPGGAAGMAGAGAGAGARGGAPAGVEARARDPPPAHRAHPRHPRPAAQPSARRMDGGPGAPGSGDNAPTTEALFVALGAGVTALSHPLLYVKLLIQVGHEPMPPTLGTNVLGRKVLYLPSFFTYAKYIVQVDGKIGLFRGLSPRLMSNALSTVTRGSMKKVFPPDEMEQVSNKDDMKTSLKKVVKETSYEMMMQCVSRMLAHPLHVISMRCMVQFVGREAKYSGVLSSIGKIFKEEGLLGFFVGLIPHLLGDVVFLWGCNLLAHFINAYLVDDSVSDTPGGLGNDQNPG.... (8) The miRNA is hsa-miR-450a-1-3p with sequence AUUGGGAACAUUUUGCAUGUAU. The protein sequence of the target gene is MIATGALLRVLLLLLAFGHSTYGAECDPPCDPQYGFCEADNVCRCHVGWEGPLCDKCVTAPGCVNGVCKEPWQCICKDGWDGKFCEIDVRACTSTPCANNGTCVDLEKGQYECSCTPGFSGKDCQHKAGPCVINGSPCQHGGACVDDEGQASHASCLCPPGFSGNFCEIVAATNSCTPNPCENDGVCTDIGGDFRCRCPAGFVDKTCSRPVSNCASGPCQNGGTCLQHTQVSFECLCKPPFMGPTCAKKRGASPVQVTHLPSGYGLTYRLTPGVHELPVQQPEQHILKVSMKELNKSTPL.... Result: 0 (no interaction).